This data is from HIV replication inhibition screening data with 41,000+ compounds from the AIDS Antiviral Screen. The task is: Binary Classification. Given a drug SMILES string, predict its activity (active/inactive) in a high-throughput screening assay against a specified biological target. (1) The compound is CC1(C#N)N(C(=O)c2ccccc2)c2ccccc2N1C(=O)c1ccccc1. The result is 0 (inactive). (2) The molecule is c1ccc2c(-c3csc(-c4c[nH]c5ccccc45)n3)c[nH]c2c1. The result is 0 (inactive).